This data is from Forward reaction prediction with 1.9M reactions from USPTO patents (1976-2016). The task is: Predict the product of the given reaction. (1) Given the reactants C(Cl)(=O)C(Cl)=O.[CH3:7][C:8]1[CH:13]=[CH:12][CH:11]=[CH:10][C:9]=1[C:14]1[CH:19]=[CH:18][C:17]([C:20]([OH:22])=O)=[CH:16][C:15]=1[C:23]([F:26])([F:25])[F:24].O[N:28]=[C:29]([C:31]1[CH:36]=[CH:35][CH:34]=[CH:33][C:32]=1[O:37][C:38]([F:41])([F:40])[F:39])[NH2:30].CCN(C(C)C)C(C)C, predict the reaction product. The product is: [CH3:7][C:8]1[CH:13]=[CH:12][CH:11]=[CH:10][C:9]=1[C:14]1[CH:19]=[CH:18][C:17]([C:20]2[O:22][N:30]=[C:29]([C:31]3[CH:36]=[CH:35][CH:34]=[CH:33][C:32]=3[O:37][C:38]([F:39])([F:40])[F:41])[N:28]=2)=[CH:16][C:15]=1[C:23]([F:24])([F:26])[F:25]. (2) The product is: [Cl:34][C:28]1[CH:29]=[C:30]([Cl:33])[CH:31]=[CH:32][C:27]=1[CH2:26][NH:25][C:17]1[C:18]2[CH:24]=[CH:23][CH:22]=[N:21][C:19]=2[N:20]=[C:1]([N:8]2[CH2:9][CH2:10][NH:11][CH2:12][CH2:13]2)[N:16]=1. Given the reactants [C:1]([N:8]1[CH2:13][CH2:12][NH:11][CH2:10][CH2:9]1)(OC(C)(C)C)=O.ClC1[N:16]=[C:17]([NH:25][CH2:26][C:27]2[CH:32]=[CH:31][C:30]([Cl:33])=[CH:29][C:28]=2[Cl:34])[C:18]2[CH:24]=[CH:23][CH:22]=[N:21][C:19]=2[N:20]=1.C(N(CC)C(C)C)(C)C, predict the reaction product. (3) Given the reactants C1(C)C=CC(S(O)(=O)=O)=CC=1.C1(C)C=C(C)C=C(C)C=1.CN(C)C1C=CC=CN=1.[CH3:30][C:31]1[CH2:32][CH:33]([C:37]([OH:39])=[O:38])[CH2:34][CH2:35][CH:36]=1.[CH3:40][C:41]1[CH2:46][CH2:45][CH:44]([C:47]([OH:49])=[O:48])[CH2:43][CH:42]=1, predict the reaction product. The product is: [C:31]1([CH3:30])[CH:36]=[CH:35][CH:34]=[C:33]([C:37]([OH:39])=[O:38])[CH:32]=1.[CH3:40][C:41]1[CH:42]=[CH:43][C:44]([C:47]([OH:49])=[O:48])=[CH:45][CH:46]=1.